From a dataset of Forward reaction prediction with 1.9M reactions from USPTO patents (1976-2016). Predict the product of the given reaction. (1) The product is: [CH3:25][CH:26]([N:28]1[C:32]2[N:33]=[C:9]([C:6]3[CH:7]=[CH:8][C:3]([S:2][CH3:1])=[CH:4][CH:5]=3)[CH:10]=[C:11]([C:12]([O:14][CH2:15][CH3:16])=[O:13])[C:31]=2[CH:30]=[N:29]1)[CH3:27]. Given the reactants [CH3:1][S:2][C:3]1[CH:8]=[CH:7][C:6]([C:9](=O)[CH2:10][C:11](=O)[C:12]([O:14][CH2:15][CH3:16])=[O:13])=[CH:5][CH:4]=1.C1C=CC=CC=1.[CH3:25][CH:26]([N:28]1[C:32]([NH2:33])=[CH:31][CH:30]=[N:29]1)[CH3:27], predict the reaction product. (2) Given the reactants [F:1][C:2]1[CH:7]=[C:6]([N+:8]([O-])=O)[CH:5]=[CH:4][C:3]=1[C:11]([CH3:16])([CH2:14][OH:15])[CH2:12][OH:13], predict the reaction product. The product is: [NH2:8][C:6]1[CH:5]=[CH:4][C:3]([C:11]([CH3:16])([CH2:12][OH:13])[CH2:14][OH:15])=[C:2]([F:1])[CH:7]=1. (3) Given the reactants Br[C:2]1[CH:7]=[CH:6][C:5]([C:8]2([C:11]3[N:15]4[CH2:16][CH2:17][S:18][C@:19]([CH2:22][O:23][Si](C(C)(C)C)(C)C)([CH3:21])[CH2:20][C:14]4=[N:13][N:12]=3)[CH2:10][CH2:9]2)=[CH:4][CH:3]=1.CC1(C)C(C)(C)OB([C:39]2[CH:40]=[N:41][NH:42][CH:43]=2)O1.C(=O)([O-])[O-].[K+].[K+], predict the reaction product. The product is: [CH3:21][C@@:19]1([CH2:22][OH:23])[S:18][CH2:17][CH2:16][N:15]2[C:11]([C:8]3([C:5]4[CH:4]=[CH:3][C:2]([C:39]5[CH:40]=[N:41][NH:42][CH:43]=5)=[CH:7][CH:6]=4)[CH2:9][CH2:10]3)=[N:12][N:13]=[C:14]2[CH2:20]1. (4) Given the reactants [NH2:1][C:2]1[C:3]([O:8][CH3:9])=[N:4][CH:5]=[CH:6][CH:7]=1.C([O-])([O-])=O.[Cs+].[Cs+].[CH2:16]([O:23][C:24](Cl)=[O:25])[C:17]1[CH:22]=[CH:21][CH:20]=[CH:19][CH:18]=1, predict the reaction product. The product is: [CH2:16]([O:23][C:24](=[O:25])[NH:1][C:2]1[C:3]([O:8][CH3:9])=[N:4][CH:5]=[CH:6][CH:7]=1)[C:17]1[CH:22]=[CH:21][CH:20]=[CH:19][CH:18]=1. (5) Given the reactants CN([CH:4]=[O:5])C.[C:6](Cl)(=O)[C:7](Cl)=O.[CH3:12][N:13]1[CH2:18][CH2:17][O:16][CH2:15][CH2:14]1.[NH2:19][C:20]1[CH:21]=[C:22]([CH:38]=[CH:39][C:40]=1[C:41]([F:44])([F:43])[F:42])[C:23]([NH:25][C:26]1[CH:31]=[CH:30][C:29]([C:32]2[CH:37]=[CH:36][CH:35]=[CH:34][CH:33]=2)=[CH:28][CH:27]=1)=[O:24], predict the reaction product. The product is: [C:29]1([C:32]2[CH:37]=[CH:36][CH:35]=[CH:34][CH:33]=2)[CH:28]=[CH:27][C:26]([NH:25][C:23](=[O:24])[C:22]2[CH:38]=[CH:39][C:40]([C:41]([F:42])([F:43])[F:44])=[C:20]([NH:19][C:4]([C:12]3([N:13]4[CH2:18][CH2:17][O:16][CH2:15][CH2:14]4)[CH2:7][CH2:6]3)=[O:5])[CH:21]=2)=[CH:31][CH:30]=1.